Predict the reactants needed to synthesize the given product. From a dataset of Full USPTO retrosynthesis dataset with 1.9M reactions from patents (1976-2016). (1) Given the product [O:2]([C:3]1[CH:4]=[CH:5][C:6]([C:9]2[C:18]([C:19]3[CH:24]=[CH:23][C:22]([O:25][CH3:26])=[CH:21][CH:20]=3)=[N:17][C:16]3[C:11](=[CH:12][CH:13]=[CH:14][C:15]=3[NH:27][C:28]3[CH:29]=[CH:30][C:31]([NH2:34])=[CH:32][CH:33]=3)[N:10]=2)=[CH:7][CH:8]=1)[CH3:1], predict the reactants needed to synthesize it. The reactants are: [CH3:1][O:2][C:3]1[CH:8]=[CH:7][C:6]([C:9]2[C:18]([C:19]3[CH:24]=[CH:23][C:22]([O:25][CH3:26])=[CH:21][CH:20]=3)=[N:17][C:16]3[C:11](=[CH:12][CH:13]=[CH:14][C:15]=3[NH:27][C:28]3[CH:33]=[CH:32][C:31]([N+:34]([O-])=O)=[CH:30][CH:29]=3)[N:10]=2)=[CH:5][CH:4]=1. (2) Given the product [Cl:26][C:27]1[CH:32]=[C:31]([C:2]2[CH:3]=[C:4]3[C:9](=[CH:10][CH:11]=2)[N:8]=[CH:7][C:6]([C:12](=[O:14])[CH3:13])=[C:5]3[NH:15][C:16]2[CH:21]=[CH:20][C:19]([CH2:22][N:23]([CH3:24])[CH3:25])=[CH:18][CH:17]=2)[CH:30]=[C:29]([Cl:42])[C:28]=1[OH:43], predict the reactants needed to synthesize it. The reactants are: Br[C:2]1[CH:3]=[C:4]2[C:9](=[CH:10][CH:11]=1)[N:8]=[CH:7][C:6]([C:12](=[O:14])[CH3:13])=[C:5]2[NH:15][C:16]1[CH:21]=[CH:20][C:19]([CH2:22][N:23]([CH3:25])[CH3:24])=[CH:18][CH:17]=1.[Cl:26][C:27]1[CH:32]=[C:31](B2OC(C)(C)C(C)(C)O2)[CH:30]=[C:29]([Cl:42])[C:28]=1[OH:43]. (3) The reactants are: [CH3:1][O:2][C:3](=[O:23])[CH2:4][C:5]1[CH:10]=[CH:9][C:8]([O:11][C:12]2[CH:17]=[CH:16][C:15]([C:18]([F:21])([F:20])[F:19])=[CH:14][C:13]=2[NH2:22])=[CH:7][CH:6]=1.[C:24](=O)([O-])[O-].[K+].[K+].[C:30]1(C)[C:31]([S:36](Cl)(=[O:38])=[O:37])=[CH:32][CH:33]=[CH:34][CH:35]=1.Cl. Given the product [CH3:1][O:2][C:3](=[O:23])[CH2:4][C:5]1[CH:10]=[CH:9][C:8]([O:11][C:12]2[CH:17]=[CH:16][C:15]([C:18]([F:20])([F:19])[F:21])=[CH:14][C:13]=2[NH:22][S:36]([C:31]2[CH:30]=[CH:35][C:34]([CH3:24])=[CH:33][CH:32]=2)(=[O:37])=[O:38])=[CH:7][CH:6]=1, predict the reactants needed to synthesize it.